From a dataset of Experimentally validated miRNA-target interactions with 360,000+ pairs, plus equal number of negative samples. Binary Classification. Given a miRNA mature sequence and a target amino acid sequence, predict their likelihood of interaction. (1) Result: 0 (no interaction). The protein sequence of the target gene is MESRDPAQPMSPGEATQSGARPADRYGLLKHSREFLDFFWDIAKPEQETRLAATEKLLEYLRGRPKGSEMKYALKRLITGLGVGRETARPCYSLALAQLLQSFEDLPLCSILQQIQEKYDLHQVKKAMLRPALFANLFGVLALFQSGRLVKDQEALMKSVKLLQALAQYQNHLQEQPRKALVDILSEVSKATLQEILPEVLKADLNIILSSPEQLELFLLAQQKVPSKLKKLVGSVNLFSDENVPRLVNVLKMAASSVKKDRKLPAIALDLLRLALKEDKFPRFWKEVVEQGLLKMQFWP.... The miRNA is hsa-miR-8086 with sequence UGCUAGUCUGGACUGAUAUGGU. (2) The miRNA is mmu-miR-487b-3p with sequence AAUCGUACAGGGUCAUCCACUU. The protein sequence of the target gene is MSLLCVRVKRAKFQGSPDKFNTYVTLKVQNVKSTTVAVRGDQPSWEQDFMFEISRLDLGLSVEVWNKGLIWDTMVGTVWIALKTIRQSDEEGPGEWSTLEAETLMKDDEICGTRNPTPHKILLDTRFELPFDIPEEEARYWTYKWEQINALGADNEYSSQEESQRKPLPTAAAQCSFEDPDSAVDDRDSDYRSETSNSFPPPYHTASQPNASVHQFPVPVRSPQQLLLQGSSRDSCNDSMQSYDLDYPERRAISPTSSSRYGSSCNVSQGSSQLSELDQYHEQDDDHRETDSIHSCHSSH.... Result: 0 (no interaction). (3) The miRNA is hsa-miR-6721-5p with sequence UGGGCAGGGGCUUAUUGUAGGAG. The protein sequence of the target gene is MEQLRAAARLQIVLGHLGRPSAGAVVAHPTSGTISSASFHPQQFQYTLDNNVLTLEQRKFYEENGFLVIKNLVPDADIQRFRNEFEKICRKEVKPLGLTVMRDVTISKSEYAPSEKMITKVQDFQEDKELFRYCTLPEILKYVECFTGPNIMAMHTMLINKPPDSGKKTSRHPLHQDLHYFPFRPSDLIVCAWTAMEHISRNNGCLVVLPGTHKGSLKPHDYPKWEGGVNKMFHGIQDYEENKARVHLVMEKGDTVFFHPLLIHGSGQNKTQGFRKAISCHFASADCHYIDVKGTSQENI.... Result: 0 (no interaction). (4) The miRNA is hsa-miR-371b-5p with sequence ACUCAAAAGAUGGCGGCACUUU. The protein sequence of the target gene is MAHYPTRLKTRKTYSWVGRPLLDRKLHYQTYREMCVKTEGCSTEIHIQIGQFVLIEGDDDENPYVAKLLELFEDDSDPPPKKRARVQWFVRFCEVPACKRHLLGRKPGAQEIFWYDYPACDSNINAETIIGLVRVIPLAPKDVVPTNLKNEKTLFVKLSWNEKKFRPLSSELFAELNKPQESAAKCQKPVRAKSKSAESPSWTPAEHVAKRIESRHSASKSRQTPTHPLTPRARKRLELGNLGNPQMSQQTSCASLDSPGRIKRKVAFSEITSPSKRSQPDKLQTLSPALKAPEKTRETG.... Result: 1 (interaction). (5) The protein sequence of the target gene is MSSKYPRSVRRCLPLWALTLEAALILLFYFFTHYDASLEDQKGLVASYQVGQDLTVMAAIGLGFLTSSFRRHSWSSVAFNLFMLALGVQWAILLDGFLSQFPSGKVVITLFSIRLATMSALSVLISVDAVLGKVNLAQLVVMVLVEVTALGNLRMVISNIFNTDYHMNMMHIYVFAAYFGLSVAWCLPKPLPEGTEDKDQTATIPSLSAMLGALFLWMFWPSFNSALLRSPIERKNAVFNTYYAVAVSVVTAISGSSLAHPQGKISKTYVHSAVLAGGVAVGTSCHLIPSPWLAMVLGLV.... Result: 1 (interaction). The miRNA is hsa-miR-4647 with sequence GAAGAUGGUGCUGUGCUGAGGAA. (6) The miRNA is hsa-miR-5690 with sequence UCAGCUACUACCUCUAUUAGG. The protein sequence of the target gene is MDALEDYVWPRATSELILLPVTGLECVGDRLLAGEGPDVLVYSLDFGGHLRMIKRVQNLLGHYLIHGFRVRPEPNGDLDLEAMVAVFGSKGLRVVKISWGQGHFWELWRSGLWNMSDWIWDARWLEGNIALALGHNSVVLYDPVVGCILQEVPCTDRCTLSSACLIGDAWKELTIVAGAVSNQLLVWYPATALADNKPVAPDRRISGHVGIIFSMSYLESKGLLATASEDRSVRIWKVGDLRVPGGRVQNIGHCFGHSARVWQVKLLENYLISAGEDCVCLVWSHEGEILQAFRGHQGRG.... Result: 0 (no interaction). (7) The miRNA is hsa-miR-3165 with sequence AGGUGGAUGCAAUGUGACCUCA. The protein sequence of the target gene is MTAKAKDCPSLWGFGTTKTFKIPIEHLDFKYIENCSDVKHLEKILYVLRSGEEGYYPELTEFCEKCLTNLAPKSRALRKDKPAETASSFSAEEWEKIDSDLKSWVSEIKREENTCHFHDPENHPGVEDPLPPVRGSTCCPHSGKETYSKSKTAKKRIPRDYAEWDKFDVEKECSKIDEDYKEKTVINNKAHLSKIETKIETAGLTEKEKSFLANREKGKGNEAFYSGDYEEAVMYYTRSLSALPTAIAYNNRAQAEIKLQRWSSALEDCEKALELDPGNVKALLRRATTYKHQNKLQEAV.... Result: 0 (no interaction). (8) The miRNA is hsa-miR-4480 with sequence AGCCAAGUGGAAGUUACUUUA. The protein sequence of the target gene is MEASWLETRWARPLHLALVFCLALVLMQAMKLYLRRQRLLRDLSPFPGPPAHWLLGHQKFLQEDNMETLDEIVKKHPCAFPCWVGPFQAFFYIYDPDYAKIFLSRTDPKMQYLHQLLTPCIGRGLLNLDGPRWFQHRCLLTPAFHQDILKPCVDTMAHSVKVMLDKWEKMWTTQETTIEVFEHINLMTLDIIMKCAFGQETNCQINGTYESYVKATFELGEIISSRLYNFWHHHDIIFKLSPKGHCFQELGKVIHQYTEKIIQDRKKILKNQVKQDDTQTSQIFLDIVLSAQAEDERAFS.... Result: 0 (no interaction). (9) The miRNA is hsa-miR-4672 with sequence UUACACAGCUGGACAGAGGCA. The protein sequence of the target gene is MTDGNLSTSMNGVALMGILDGRQGDSLQDLQHLSIKAAPRSLSVPEYGPSLKLGALEDRHSLQSVDSGIPTLEIGNPEPVPCSVVHVKRKQSESEIVPERAFQSACPLPSCTPSAPTCSEREQVVRKSSTFPRTGYDSVKLYSPTSKALSRSDNVSVCSVSSLGTELSTTLSVSNEDILDLMVTSNSSAIVTLENDDDPQFTDVTLSSINETSDLHQQDCVAETEEGRKLKLLHPFSHFFTRNLLARKQNARLDRQRDLGWKLFGKVPLRETAQKDSKKTQKEYEDKAGRPSRPPSPKQN.... Result: 0 (no interaction).